This data is from Forward reaction prediction with 1.9M reactions from USPTO patents (1976-2016). The task is: Predict the product of the given reaction. (1) Given the reactants [NH:1](C(OC(C)(C)C)=O)[C@H:2]([C:13]([N:15]1[CH2:47][CH2:46][CH2:45][C@H:16]1[C:17]([NH:19][C@H:20]([C:42]([NH2:44])=[O:43])[CH2:21][S:22][C:23]([C:36]1[CH:41]=[CH:40][CH:39]=[CH:38][CH:37]=1)([C:30]1[CH:35]=[CH:34][CH:33]=[CH:32][CH:31]=1)[C:24]1[CH:29]=[CH:28][CH:27]=[CH:26][CH:25]=1)=[O:18])=[O:14])[CH2:3][C:4]1[C:12]2[C:7](=[CH:8][CH:9]=[CH:10][CH:11]=2)[NH:6][CH:5]=1.C(O)=O.C(OCC)(=O)C, predict the reaction product. The product is: [NH2:1][C@H:2]([C:13]([N:15]1[CH2:47][CH2:46][CH2:45][C@H:16]1[C:17]([NH:19][C@H:20]([C:42]([NH2:44])=[O:43])[CH2:21][S:22][C:23]([C:24]1[CH:25]=[CH:26][CH:27]=[CH:28][CH:29]=1)([C:30]1[CH:31]=[CH:32][CH:33]=[CH:34][CH:35]=1)[C:36]1[CH:41]=[CH:40][CH:39]=[CH:38][CH:37]=1)=[O:18])=[O:14])[CH2:3][C:4]1[C:12]2[C:7](=[CH:8][CH:9]=[CH:10][CH:11]=2)[NH:6][CH:5]=1. (2) Given the reactants [Si]([O:8][CH2:9][CH2:10][CH:11]1[C:19]2[C:14](=[CH:15][CH:16]=[CH:17][CH:18]=2)[C:13](=[O:20])[N:12]1[C:21]1[C:29]2[C:24](=[N:25][CH:26]=[C:27]([C:30]3[CH:35]=[CH:34][C:33]([S:36]([CH:39]([CH3:41])[CH3:40])(=[O:38])=[O:37])=[CH:32][CH:31]=3)[N:28]=2)[N:23]([C:42]([C:55]2[CH:60]=[CH:59][CH:58]=[CH:57][CH:56]=2)([C:49]2[CH:54]=[CH:53][CH:52]=[CH:51][CH:50]=2)[C:43]2[CH:48]=[CH:47][CH:46]=[CH:45][CH:44]=2)[CH:22]=1)(C(C)(C)C)(C)C.CCCC[N+](CCCC)(CCCC)CCCC.[F-], predict the reaction product. The product is: [OH:8][CH2:9][CH2:10][CH:11]1[C:19]2[C:14](=[CH:15][CH:16]=[CH:17][CH:18]=2)[C:13](=[O:20])[N:12]1[C:21]1[C:29]2[C:24](=[N:25][CH:26]=[C:27]([C:30]3[CH:35]=[CH:34][C:33]([S:36]([CH:39]([CH3:40])[CH3:41])(=[O:38])=[O:37])=[CH:32][CH:31]=3)[N:28]=2)[N:23]([C:42]([C:43]2[CH:48]=[CH:47][CH:46]=[CH:45][CH:44]=2)([C:49]2[CH:50]=[CH:51][CH:52]=[CH:53][CH:54]=2)[C:55]2[CH:56]=[CH:57][CH:58]=[CH:59][CH:60]=2)[CH:22]=1. (3) Given the reactants [C:1]([O:5][PH:6]([CH2:8][CH:9]([CH2:17][CH2:18][C:19]([O:21][C:22]([CH3:25])([CH3:24])[CH3:23])=[O:20])[C:10]([O:12][C:13]([CH3:16])([CH3:15])[CH3:14])=[O:11])=[O:7])([CH3:4])([CH3:3])[CH3:2].[C:26]([O:31][CH2:32][C:33]1[CH:38]=[CH:37][CH:36]=[CH:35][CH:34]=1)(=[O:30])[C:27]([CH3:29])=[CH2:28].[H-].[Na+].O, predict the reaction product. The product is: [CH2:32]([O:31][C:26]([CH:27]([CH3:29])[CH2:28][P:6]([CH2:8][CH:9]([CH2:17][CH2:18][C:19]([O:21][C:22]([CH3:25])([CH3:24])[CH3:23])=[O:20])[C:10]([O:12][C:13]([CH3:14])([CH3:15])[CH3:16])=[O:11])([O:5][C:1]([CH3:4])([CH3:2])[CH3:3])=[O:7])=[O:30])[C:33]1[CH:38]=[CH:37][CH:36]=[CH:35][CH:34]=1. (4) Given the reactants [C:1]([OH:12])(=[O:11])[CH2:2][CH2:3][CH2:4][CH2:5][CH2:6][CH2:7][CH2:8][CH2:9][CH3:10].[CH3:13][CH2:14][CH2:15][CH2:16][CH2:17][CH2:18][CH2:19][CH2:20][CH:21]=[CH:22][CH2:23][CH2:24][CH2:25][CH2:26][CH2:27][CH2:28][CH2:29][CH3:30], predict the reaction product. The product is: [C:1]([O:12][CH:21]([CH2:20][CH2:19][CH2:18][CH2:17][CH2:16][CH2:15][CH2:14][CH3:13])[CH2:22][CH2:23][CH2:24][CH2:25][CH2:26][CH2:27][CH2:28][CH2:29][CH3:30])(=[O:11])[CH2:2][CH2:3][CH2:4][CH2:5][CH2:6][CH2:7][CH2:8][CH2:9][CH3:10].